Dataset: Experimental lipophilicity measurements (octanol/water distribution) for 4,200 compounds from AstraZeneca. Task: Regression/Classification. Given a drug SMILES string, predict its absorption, distribution, metabolism, or excretion properties. Task type varies by dataset: regression for continuous measurements (e.g., permeability, clearance, half-life) or binary classification for categorical outcomes (e.g., BBB penetration, CYP inhibition). For this dataset (lipophilicity_astrazeneca), we predict Y. (1) The drug is NC1(C(=O)NC(CCO)c2ccc(Cl)cc2)CCN(c2ncnc3[nH]ccc23)CC1. The Y is 2.50 logD. (2) The drug is COc1ccc(CNC(=O)CSc2nc3cccnc3s2)cc1. The Y is 2.50 logD. (3) The compound is Nc1ncnc2sc(-c3c(-c4ccccc4)ncn3C[C@H]3CCCO3)nc12. The Y is 2.65 logD. (4) The drug is C[C@H]1CN(Cc2cc(Cl)ccc2CC(=O)O)CCN1C(=O)Cc1ccc(Cl)cc1. The Y is 1.66 logD.